Dataset: Full USPTO retrosynthesis dataset with 1.9M reactions from patents (1976-2016). Task: Predict the reactants needed to synthesize the given product. (1) Given the product [CH3:9][C:10]1[N:11]=[C:12]2[CH:17]=[CH:16][CH:15]=[C:14]([CH:18]3[CH2:4][CH:19]3[C:20]([O:22][CH2:23][CH3:24])=[O:21])[N:13]2[CH:25]=1, predict the reactants needed to synthesize it. The reactants are: [H-].[Na+].[I-].[CH3:4][S+](C)(C)=O.[CH3:9][C:10]1[N:11]=[C:12]2[CH:17]=[CH:16][CH:15]=[C:14](/[CH:18]=[CH:19]/[C:20]([O:22][CH2:23][CH3:24])=[O:21])[N:13]2[CH:25]=1.O. (2) Given the product [CH3:35][O:34][C:21]1[C:22]([NH:24][C:25]2[CH:33]=[CH:32][CH:31]=[CH:30][C:26]=2[C:27]([NH2:29])=[O:28])=[N:23][C:18]([NH:12][C:11]2[CH:13]=[CH:14][CH:15]=[C:9]([CH2:8][CH2:7][N:1]3[CH2:6][CH2:5][O:4][CH2:3][CH2:2]3)[CH:10]=2)=[N:19][CH:20]=1, predict the reactants needed to synthesize it. The reactants are: [N:1]1([CH2:7][CH2:8][C:9]2[CH:10]=[C:11]([CH:13]=[CH:14][CH:15]=2)[NH2:12])[CH2:6][CH2:5][O:4][CH2:3][CH2:2]1.Cl.Cl[C:18]1[N:23]=[C:22]([NH:24][C:25]2[CH:33]=[CH:32][CH:31]=[CH:30][C:26]=2[C:27]([NH2:29])=[O:28])[C:21]([O:34][CH3:35])=[CH:20][N:19]=1.C(O)(C)C. (3) Given the product [C:63]([N:64]=[C:65]([N:89]1[CH2:88][CH2:87][CH:86]([N:84]2[CH:85]=[C:81]([C:75]3[CH:76]=[CH:77][CH:78]=[CH:79][CH:80]=3)[NH:82][C:83]2=[O:92])[CH2:91][CH2:90]1)[NH:66][C@@H:33]1[N:39]=[C:38]([C:40]2[CH:45]=[CH:44][CH:43]=[CH:42][CH:41]=2)[C:37]2[CH:46]=[CH:47][CH:48]=[CH:49][C:36]=2[N:35]([CH2:50][C:51]([F:53])([F:54])[F:52])[C:34]1=[O:55])#[N:4], predict the reactants needed to synthesize it. The reactants are: C([N:4](C(C)C)CC)(C)C.O=C1NC(C2C=CC=C(OC)C=2)=CN1C1CCN(C(O[C@H:33]2[N:39]=[C:38]([C:40]3[CH:45]=[CH:44][CH:43]=[CH:42][CH:41]=3)[C:37]3[CH:46]=[CH:47][CH:48]=[CH:49][C:36]=3[N:35]([CH2:50][C:51]([F:54])([F:53])[F:52])[C:34]2=[O:55])=O)CC1.C1C=CC(O[C:63](OC2C=CC=CC=2)=[N:64][C:65]#[N:66])=CC=1.Cl.[C:75]1([C:81]2[NH:82][C:83](=[O:92])[N:84]([CH:86]3[CH2:91][CH2:90][NH:89][CH2:88][CH2:87]3)[CH:85]=2)[CH:80]=[CH:79][CH:78]=[CH:77][CH:76]=1.